From a dataset of Full USPTO retrosynthesis dataset with 1.9M reactions from patents (1976-2016). Predict the reactants needed to synthesize the given product. (1) Given the product [Cl:32][C:29]1[CH:28]=[CH:27][C:26]([CH2:25][C:14]2[C:11]3[C:12](=[O:13])[N:7]([CH2:6][CH2:5][CH2:4][OH:3])[C:8](=[O:34])[N:9]([CH3:33])[C:10]=3[CH:17]=[N:16][C:15]=2[C:18]2[CH:23]=[CH:22][C:21]([Cl:24])=[CH:20][CH:19]=2)=[CH:31][CH:30]=1, predict the reactants needed to synthesize it. The reactants are: C([O:3][CH2:4][CH2:5][CH2:6][N:7]1[C:12](=[O:13])[C:11]2[C:14]([CH2:25][C:26]3[CH:31]=[CH:30][C:29]([Cl:32])=[CH:28][CH:27]=3)=[C:15]([C:18]3[CH:23]=[CH:22][C:21]([Cl:24])=[CH:20][CH:19]=3)[N:16]=[CH:17][C:10]=2[N:9]([CH3:33])[C:8]1=[O:34])=O.O[Li].O. (2) Given the product [Cl:18][C:15]1[CH:14]=[CH:13][C:12]([C:6]2[N:7]([CH3:11])[C:8]3[C:4]([C:5]=2[CH2:19][CH2:20][C:21]([N:23]2[CH2:28][CH2:27][C:26]([CH2:30][C:31]4[CH:32]=[CH:33][CH:34]=[CH:35][CH:36]=4)([OH:29])[CH2:25][CH2:24]2)=[O:22])=[CH:3][C:2]([N:37]2[CH2:42][CH2:41][CH2:40][CH2:39][CH2:38]2)=[CH:10][CH:9]=3)=[CH:17][CH:16]=1, predict the reactants needed to synthesize it. The reactants are: Br[C:2]1[CH:3]=[C:4]2[C:8](=[CH:9][CH:10]=1)[N:7]([CH3:11])[C:6]([C:12]1[CH:17]=[CH:16][C:15]([Cl:18])=[CH:14][CH:13]=1)=[C:5]2[CH2:19][CH2:20][C:21]([N:23]1[CH2:28][CH2:27][C:26]([CH2:30][C:31]2[CH:36]=[CH:35][CH:34]=[CH:33][CH:32]=2)([OH:29])[CH2:25][CH2:24]1)=[O:22].[NH:37]1[CH2:42][CH2:41][CH2:40][CH2:39][CH2:38]1. (3) Given the product [F:1][C:2]1[C:9]2[O:10][CH2:19][CH2:20][O:11][C:8]=2[CH:7]=[C:4]([CH:5]=[O:6])[CH:3]=1, predict the reactants needed to synthesize it. The reactants are: [F:1][C:2]1[CH:3]=[C:4]([CH:7]=[C:8]([OH:11])[C:9]=1[OH:10])[CH:5]=[O:6].C(=O)([O-])[O-].[K+].[K+].Br[CH2:19][CH2:20]Br. (4) Given the product [CH3:30][N:31]([CH3:1])[C:32](=[O:43])[C:17]1[CH:18]=[CH:13][C:14]([CH:19]2[CH2:20][CH2:21][C:22](=[O:25])[CH2:23][CH2:24]2)=[CH:15][CH:16]=1, predict the reactants needed to synthesize it. The reactants are: [C:1](N)(=O)C1C=CC=CC=1.CN(C)C(=O)[C:13]1[CH:18]=[CH:17][CH:16]=[CH:15][C:14]=1[CH:19]1[CH2:24][CH2:23][C:22](=[O:25])[CH2:21][CH2:20]1.[O:43]=[C:32]([NH:31][C@@H:30]1CCNC1)[CH2:30][NH:31][C:32](=[O:43])C1C=CC=C(C(F)(F)F)C=1.C(O[BH-](OC(=O)C)OC(=O)C)(=O)C.[Na+]. (5) The reactants are: C([BH-](CC)CC)C.[Li+].C([O:11][C:12]([C@@H:14]1[N:18]([CH3:19])[C:17](=[O:20])[CH2:16][C@@H:15]1[C:21]1[CH:26]=[CH:25][CH:24]=[CH:23][CH:22]=1)=O)C.Cl.C(=O)([O-])[O-].[K+].[K+]. Given the product [OH:11][CH2:12][CH:14]1[N:18]([CH3:19])[C:17](=[O:20])[CH2:16][CH:15]1[C:21]1[CH:26]=[CH:25][CH:24]=[CH:23][CH:22]=1, predict the reactants needed to synthesize it. (6) Given the product [C:1]([C:5]1[N:10]=[C:9]([N:11]2[CH2:16][CH2:15][N:14]([CH2:17][CH2:18][CH2:19][CH2:20][NH:21][C:31]([N:33]3[CH2:34][CH2:35][C:43]4[NH:44][C:45]5[CH:46]=[CH:47][C:39]([Cl:38])=[CH:40][C:41]=5[C:42]=4[CH2:37]3)=[O:32])[CH2:13][CH2:12]2)[CH:8]=[C:7]([C:22]([F:24])([F:25])[F:23])[N:6]=1)([CH3:4])([CH3:2])[CH3:3], predict the reactants needed to synthesize it. The reactants are: [C:1]([C:5]1[N:10]=[C:9]([N:11]2[CH2:16][CH2:15][N:14]([CH2:17][CH2:18][CH2:19][CH2:20][NH2:21])[CH2:13][CH2:12]2)[CH:8]=[C:7]([C:22]([F:25])([F:24])[F:23])[N:6]=1)([CH3:4])([CH3:3])[CH3:2].C1N=CN([C:31]([N:33]2[CH:37]=N[CH:35]=[CH:34]2)=[O:32])C=1.[Cl:38][C:39]1[CH:47]=[CH:46][C:45]2[NH:44][C:43]3CCNC[C:42]=3[C:41]=2[CH:40]=1. (7) Given the product [CH3:9][CH:8]([CH2:7][C@H:6]([CH2:5][NH2:4])[CH2:11][C:12]([OH:14])=[O:16])[CH3:10], predict the reactants needed to synthesize it. The reactants are: COC(=O)[NH:4][CH2:5][C@H:6]([CH2:11][C:12](=[O:14])N)[CH2:7][CH:8]([CH3:10])[CH3:9].[OH-:16].[Na+]. (8) Given the product [NH2:32][CH:33]([C:37]1[CH:42]=[CH:41][CH:40]=[CH:39][CH:38]=1)[C:34]([N:10]([C:7]1[CH:8]=[CH:9][C:4]([O:3][C:2]([F:23])([F:24])[F:1])=[CH:5][CH:6]=1)[CH2:11][CH2:12][C:13]1[CH:18]=[CH:17][C:16]([C:19]([F:22])([F:21])[F:20])=[CH:15][CH:14]=1)=[O:35], predict the reactants needed to synthesize it. The reactants are: [F:1][C:2]([F:24])([F:23])[O:3][C:4]1[CH:9]=[CH:8][C:7]([NH:10][CH2:11][CH2:12][C:13]2[CH:18]=[CH:17][C:16]([C:19]([F:22])([F:21])[F:20])=[CH:15][CH:14]=2)=[CH:6][CH:5]=1.C(OC([NH:32][CH:33]([C:37]1[CH:42]=[CH:41][CH:40]=[CH:39][CH:38]=1)[C:34](O)=[O:35])=O)(C)(C)C. (9) Given the product [CH2:1]([O:3][C:4](=[O:29])[CH2:5][C:6]1[CH:11]=[CH:10][C:9]([O:12][CH3:13])=[C:8]([O:14][C:15]2[CH:20]=[CH:19][C:18]([C:38]3[CH:37]=[CH:36][CH:35]=[C:34]([S:31]([CH3:30])(=[O:33])=[O:32])[CH:39]=3)=[CH:17][C:16]=2[CH2:22][N:23]2[CH2:27][CH2:26][O:25][C:24]2=[O:28])[CH:7]=1)[CH3:2], predict the reactants needed to synthesize it. The reactants are: [CH2:1]([O:3][C:4](=[O:29])[CH2:5][C:6]1[CH:11]=[CH:10][C:9]([O:12][CH3:13])=[C:8]([O:14][C:15]2[CH:20]=[CH:19][C:18](Br)=[CH:17][C:16]=2[CH2:22][N:23]2[CH2:27][CH2:26][O:25][C:24]2=[O:28])[CH:7]=1)[CH3:2].[CH3:30][S:31]([C:34]1[CH:35]=[C:36](B(O)O)[CH:37]=[CH:38][CH:39]=1)(=[O:33])=[O:32].